From a dataset of Full USPTO retrosynthesis dataset with 1.9M reactions from patents (1976-2016). Predict the reactants needed to synthesize the given product. (1) Given the product [Cl:16][C:17]1[CH:22]=[CH:21][C:20]([C:2]2[N:6]([CH3:7])[CH:5]=[N:4][C:3]=2[C:8]2[CH:13]=[C:12]([C:14]#[N:15])[CH:11]=[CH:10][N:9]=2)=[C:19]([C:26]([F:27])([F:28])[F:29])[CH:18]=1, predict the reactants needed to synthesize it. The reactants are: Br[C:2]1[N:6]([CH3:7])[CH:5]=[N:4][C:3]=1[C:8]1[CH:13]=[C:12]([C:14]#[N:15])[CH:11]=[CH:10][N:9]=1.[Cl:16][C:17]1[CH:22]=[CH:21][C:20](B(O)O)=[C:19]([C:26]([F:29])([F:28])[F:27])[CH:18]=1. (2) The reactants are: [F:1][C:2]([F:16])([F:15])[C:3]1[CH:8]=[C:7]([C:9]([F:12])([F:11])[F:10])[CH:6]=[CH:5][C:4]=1[CH2:13][OH:14].CCN(CC)CC.[CH3:24][S:25](Cl)(=[O:27])=[O:26].O. Given the product [F:1][C:2]([F:15])([F:16])[C:3]1[CH:8]=[C:7]([C:9]([F:10])([F:11])[F:12])[CH:6]=[CH:5][C:4]=1[CH2:13][O:14][S:25]([CH3:24])(=[O:27])=[O:26], predict the reactants needed to synthesize it. (3) Given the product [NH2:1][C:2]1[CH:3]=[CH:4][C:5]([S:8]([CH3:16])(=[N:10][CH2:11][CH2:12][O:13][CH3:14])=[O:9])=[CH:6][CH:7]=1, predict the reactants needed to synthesize it. The reactants are: [NH2:1][C:2]1[CH:7]=[CH:6][C:5]([S:8]([CH3:16])(=[N:10][C:11](=O)[CH2:12][O:13][CH3:14])=[O:9])=[CH:4][CH:3]=1. (4) Given the product [CH2:1]([C:3]1[N:7]([C:8]2[CH:13]=[CH:12][CH:11]=[CH:10][C:9]=2[F:14])[N:6]=[N:5][C:4]=1[C:15]1[O:17][N:28]=[C:25]([C:20]2[CH:21]=[CH:22][CH:23]=[CH:24][C:19]=2[F:18])[N:26]=1)[CH3:2], predict the reactants needed to synthesize it. The reactants are: [CH2:1]([C:3]1[N:7]([C:8]2[CH:13]=[CH:12][CH:11]=[CH:10][C:9]=2[F:14])[N:6]=[N:5][C:4]=1[C:15]([OH:17])=O)[CH3:2].[F:18][C:19]1[CH:24]=[CH:23][CH:22]=[CH:21][C:20]=1[C:25](=[NH:28])[NH:26]O. (5) Given the product [CH3:28][O:27][C:20]1[CH:19]=[C:18]([C:15]2[CH:16]=[CH:17][N:12]3[N:11]=[CH:10][C:9]([C:6]4[CH:5]=[CH:4][C:3]([C:1]#[N:2])=[CH:8][CH:7]=4)=[C:13]3[N:14]=2)[CH:26]=[CH:25][C:21]=1[C:22]([N:30]1[CH2:35][CH2:34][O:33][CH2:32][CH2:31]1)=[O:24], predict the reactants needed to synthesize it. The reactants are: [C:1]([C:3]1[CH:8]=[CH:7][C:6]([C:9]2[CH:10]=[N:11][N:12]3[CH:17]=[CH:16][C:15]([C:18]4[CH:26]=[CH:25][C:21]([C:22]([OH:24])=O)=[C:20]([O:27][CH3:28])[CH:19]=4)=[N:14][C:13]=23)=[CH:5][CH:4]=1)#[N:2].C[N:30]1[CH2:35][CH2:34][O:33][CH2:32][CH2:31]1.CN(C(ON1N=NC2C=CC=NC1=2)=[N+](C)C)C.F[P-](F)(F)(F)(F)F.N1CCOCC1.